Dataset: Catalyst prediction with 721,799 reactions and 888 catalyst types from USPTO. Task: Predict which catalyst facilitates the given reaction. (1) Reactant: [NH2:1][C:2]1[CH:9]=[C:8]([NH:10][CH2:11][CH2:12][O:13][CH3:14])[C:5]([C:6]#[N:7])=[CH:4][N:3]=1.N1([C:20](N2C=NC=N2)=[O:21])C=NC=N1.[Si:27]([O:34][CH:35]([C:37]1[CH:38]=[C:39]2[C:44](=[N:45][C:46]=1[CH:47]([O:50][CH3:51])[O:48][CH3:49])[NH:43][CH2:42][CH2:41][CH2:40]2)[CH3:36])([C:30]([CH3:33])([CH3:32])[CH3:31])([CH3:29])[CH3:28]. Product: [Si:27]([O:34][CH:35]([C:37]1[CH:38]=[C:39]2[C:44](=[N:45][C:46]=1[CH:47]([O:50][CH3:51])[O:48][CH3:49])[N:43]([C:20]([NH:1][C:2]1[CH:9]=[C:8]([NH:10][CH2:11][CH2:12][O:13][CH3:14])[C:5]([C:6]#[N:7])=[CH:4][N:3]=1)=[O:21])[CH2:42][CH2:41][CH2:40]2)[CH3:36])([C:30]([CH3:33])([CH3:32])[CH3:31])([CH3:29])[CH3:28]. The catalyst class is: 3. (2) Reactant: C(N(CC)CC)C.ClC(OCC)=O.[O:14]=[C:15]1[NH:19][C@H:18]2[CH2:20][S:21][C@@H:22]([CH2:23][CH2:24][CH2:25][CH2:26][CH2:27][O:28][CH2:29][CH2:30][CH2:31][CH2:32][CH2:33][C:34]([OH:36])=[O:35])[C@H:17]2[NH:16]1.O[N:38]1[C:42](=[O:43])[CH2:41][CH2:40][C:39]1=[O:44]. Product: [O:14]=[C:15]1[NH:19][C@H:18]2[CH2:20][S:21][C@@H:22]([CH2:23][CH2:24][CH2:25][CH2:26][CH2:27][O:28][CH2:29][CH2:30][CH2:31][CH2:32][CH2:33][C:34]([O:36][N:38]3[C:42](=[O:43])[CH2:41][CH2:40][C:39]3=[O:44])=[O:35])[C@H:17]2[NH:16]1. The catalyst class is: 9.